This data is from Peptide-MHC class II binding affinity with 134,281 pairs from IEDB. The task is: Regression. Given a peptide amino acid sequence and an MHC pseudo amino acid sequence, predict their binding affinity value. This is MHC class II binding data. (1) The peptide sequence is DEIMLSNSHSLKDKS. The MHC is DRB1_0101 with pseudo-sequence DRB1_0101. The binding affinity (normalized) is 0.853. (2) The peptide sequence is LGHDGTVWAQSADFP. The MHC is DRB1_1602 with pseudo-sequence DRB1_1602. The binding affinity (normalized) is 0.127.